From a dataset of Reaction yield outcomes from USPTO patents with 853,638 reactions. Predict the reaction yield, written as a fraction of the theoretical maximum amount of product (1.0 means a 100% yield; for example, 0.34 means a 34% yield). (1) The reactants are Br[CH2:2][C:3]1[CH:8]=[CH:7][CH:6]=[C:5]([CH2:9][Br:10])[N:4]=1.[O:11]1[CH2:15][CH2:14][CH:13]([CH2:16][OH:17])[CH2:12]1. No catalyst specified. The product is [Br:10][CH2:9][C:5]1[CH:6]=[CH:7][CH:8]=[C:3]([CH2:2][O:17][CH2:16][CH:13]2[CH2:14][CH2:15][O:11][CH2:12]2)[N:4]=1. The yield is 0.370. (2) The reactants are [Cl:1][C:2]1[CH:15]=[CH:14][C:5]([NH:6][C:7](=O)[C:8]([O:10][CH2:11][CH3:12])=[O:9])=[C:4]([CH:16]=O)[CH:3]=1.C([O-])(=O)C.[NH4+:22]. The catalyst is C(O)(=O)C. The product is [Cl:1][C:2]1[CH:3]=[C:4]2[C:5](=[CH:14][CH:15]=1)[N:6]=[C:7]([C:8]([O:10][CH2:11][CH3:12])=[O:9])[N:22]=[CH:16]2. The yield is 0.880. (3) The reactants are [C:1]([O:5][C:6]([N:8]1[CH2:13][CH2:12][CH:11]([C:14]2[CH:19]=[CH:18][C:17]([NH:20][C:21]3[N:26]=[C:25]([CH2:27][CH2:28][C:29]4[C:34]([CH2:35][C:36]([O-:38])=O)=[CH:33][N:32]=[CH:31][N:30]=4)[C:24]([C:39]([F:42])([F:41])[F:40])=[CH:23][N:22]=3)=[CH:16][CH:15]=2)[CH2:10][CH2:9]1)=[O:7])([CH3:4])([CH3:3])[CH3:2].[Li+].O[N:45]1C2C=CC=CC=2N=N1.CCN=C=NCCCN(C)C.C(N(CC)C(C)C)(C)C.C(=O)([O-])[O-].[NH4+].[NH4+]. The catalyst is C1COCC1.CCOC(C)=O.CO.CN(C=O)C. The product is [NH2:45][C:36](=[O:38])[CH2:35][C:34]1[C:29]([CH2:28][CH2:27][C:25]2[C:24]([C:39]([F:41])([F:40])[F:42])=[CH:23][N:22]=[C:21]([NH:20][C:17]3[CH:18]=[CH:19][C:14]([CH:11]4[CH2:10][CH2:9][N:8]([C:6]([O:5][C:1]([CH3:3])([CH3:4])[CH3:2])=[O:7])[CH2:13][CH2:12]4)=[CH:15][CH:16]=3)[N:26]=2)=[N:30][CH:31]=[N:32][CH:33]=1. The yield is 0.830. (4) The reactants are Cl[C:2]1[CH:7]=[CH:6][C:5]([C:8]2[CH:13]=[CH:12][C:11]([N+:14]([O-:16])=[O:15])=[CH:10][N:9]=2)=[CH:4][CH:3]=1.[BH:17]([O-:19])[O-:18].C([O-])(=O)C.[K+].[CH3:25][CH:26]([C:28]1[CH:33]=C(C(C)C)C(C2C=CC=CC=2P(C2CCCCC2)C2CCCCC2)=C(C(C)C)[CH:29]=1)[CH3:27]. The catalyst is O1CCOCC1. The product is [N+:14]([C:11]1[CH:12]=[CH:13][C:8]([C:5]2[CH:6]=[CH:7][C:2]([B:17]3[O:19][C:28]([CH3:33])([CH3:29])[C:26]([CH3:27])([CH3:25])[O:18]3)=[CH:3][CH:4]=2)=[N:9][CH:10]=1)([O-:16])=[O:15]. The yield is 0.840. (5) The reactants are [F:1][C:2]1[CH:3]=[C:4]([N:22]([C:31]2[CH:36]=[CH:35][C:34]([F:37])=[CH:33][CH:32]=2)[C:23]([C:25]2([C:28]([NH2:30])=[O:29])[CH2:27][CH2:26]2)=[O:24])[CH:5]=[CH:6][C:7]=1[O:8][C:9]1[C:18]2[C:13](=[CH:14][C:15]([OH:21])=[C:16]([O:19][CH3:20])[CH:17]=2)[N:12]=[CH:11][CH:10]=1.CS(O[CH2:43][CH2:44][CH2:45][N:46]1[CH2:52][CH:51]([OH:53])[C:48]2([CH2:50][CH2:49]2)[CH2:47]1)(=O)=O.C([O-])([O-])=O.[Cs+].[Cs+]. The catalyst is CC(N(C)C)=O. The product is [OH:53][CH:51]1[C:48]2([CH2:50][CH2:49]2)[CH2:47][N:46]([CH2:45][CH2:44][CH2:43][O:21][C:15]2[CH:14]=[C:13]3[C:18]([C:9]([O:8][C:7]4[CH:6]=[CH:5][C:4]([N:22]([C:31]5[CH:36]=[CH:35][C:34]([F:37])=[CH:33][CH:32]=5)[C:23]([C:25]5([C:28]([NH2:30])=[O:29])[CH2:27][CH2:26]5)=[O:24])=[CH:3][C:2]=4[F:1])=[CH:10][CH:11]=[N:12]3)=[CH:17][C:16]=2[O:19][CH3:20])[CH2:52]1. The yield is 0.800. (6) The reactants are [F:1][C:2]1[CH:8]=[CH:7][CH:6]=[CH:5][C:3]=1[NH2:4].C[Al](C)C.C([O:15][C:16]([C:18]1[C:27]2[C:26]3[N:28]=[CH:29][N:30]=[CH:31][C:25]=3[CH2:24][CH2:23][CH2:22][C:21]=2[NH:20][CH:19]=1)=O)C.O. The catalyst is C(Cl)Cl.[NH4+].[Cl-]. The product is [F:1][C:2]1[CH:8]=[CH:7][CH:6]=[CH:5][C:3]=1[NH:4][C:16]([C:18]1[C:27]2[C:26]3[N:28]=[CH:29][N:30]=[CH:31][C:25]=3[CH2:24][CH2:23][CH2:22][C:21]=2[NH:20][CH:19]=1)=[O:15]. The yield is 0.720. (7) The reactants are [N:8]1(C([N:8]2[CH:12]=[CH:11][N:10]=[CH:9]2)=N)[CH:12]=[CH:11][N:10]=[CH:9]1.Cl.NC1C=[CH:19][C:18]([O:21][CH3:22])=[CH:17][C:16]=1[OH:23].C(N(CC)CC)C. The catalyst is C1COCC1. The product is [CH3:22][O:21][C:18]1[CH:19]=[CH:12][C:11]2[N:10]=[C:9]([NH2:8])[O:23][C:16]=2[CH:17]=1. The yield is 0.900.